This data is from Forward reaction prediction with 1.9M reactions from USPTO patents (1976-2016). The task is: Predict the product of the given reaction. (1) Given the reactants CC(C)[C@H](N1CC2C(=CC(C3C=CC(NC(C4SC(C5C=CC=CC=5)=CN=4)=O)=CC=3)=CC=2)C1=O)C(OC)=O.[NH2:39][C:40]1[CH:41]=[CH:42][C:43]([C:46]2[CH:54]=[C:53]3[C:49]([CH2:50][N:51]([C@@H:56]([CH:61]([CH3:63])[CH3:62])[C:57]([O:59][CH3:60])=[O:58])[C:52]3=[O:55])=[CH:48][CH:47]=2)=[N:44][CH:45]=1.[C:64]1([C:70]2[O:74][C:73]([C:75](OCC)=[O:76])=[N:72][CH:71]=2)[CH:69]=[CH:68][CH:67]=[CH:66][CH:65]=1, predict the reaction product. The product is: [CH3:62][CH:61]([CH3:63])[C@H:56]([N:51]1[CH2:50][C:49]2[C:53](=[CH:54][C:46]([C:43]3[CH:42]=[CH:41][C:40]([NH:39][C:75]([C:73]4[O:74][C:70]([C:64]5[CH:65]=[CH:66][CH:67]=[CH:68][CH:69]=5)=[CH:71][N:72]=4)=[O:76])=[CH:45][N:44]=3)=[CH:47][CH:48]=2)[C:52]1=[O:55])[C:57]([O:59][CH3:60])=[O:58]. (2) The product is: [C:10]([C:4]1[CH:3]=[C:2]([NH2:1])[N:6]([CH2:7][CH2:8][O:9][Si:18]([C:15]([CH3:17])([CH3:16])[CH3:14])([CH3:20])[CH3:19])[N:5]=1)([CH3:13])([CH3:12])[CH3:11]. Given the reactants [NH2:1][C:2]1[N:6]([CH2:7][CH2:8][OH:9])[N:5]=[C:4]([C:10]([CH3:13])([CH3:12])[CH3:11])[CH:3]=1.[CH3:14][C:15]([Si:18](Cl)([CH3:20])[CH3:19])([CH3:17])[CH3:16].N1C=CN=C1.C(OCC)(=O)C, predict the reaction product. (3) Given the reactants [CH3:1][O:2][C:3]([CH:5]1[CH2:9][O:8][C:7]([CH:10]2[CH2:15][CH2:14][N:13]([C:16]([O:18][C:19]([CH3:22])([CH3:21])[CH3:20])=[O:17])[CH2:12][CH2:11]2)=[N:6]1)=[O:4].N12CCCN=C1CCCCC2.BrC(Cl)(Cl)Cl, predict the reaction product. The product is: [CH3:1][O:2][C:3]([C:5]1[N:6]=[C:7]([CH:10]2[CH2:15][CH2:14][N:13]([C:16]([O:18][C:19]([CH3:22])([CH3:21])[CH3:20])=[O:17])[CH2:12][CH2:11]2)[O:8][CH:9]=1)=[O:4]. (4) Given the reactants [F:1][C:2]1[CH:3]=[C:4]([S:8]([C:11]2[CH:16]=[CH:15][C:14]3[C:17]4[CH2:22][CH2:21][NH:20][C:19]([CH2:24][N:25]5C(=O)C6C(=CC=CC=6)C5=O)([CH3:23])[C:18]=4[O:36][C:13]=3[CH:12]=2)(=[O:10])=[O:9])[CH:5]=[CH:6][CH:7]=1.C(O)C.O.NN, predict the reaction product. The product is: [F:1][C:2]1[CH:3]=[C:4]([S:8]([C:11]2[CH:16]=[CH:15][C:14]3[C:17]4[CH2:22][CH2:21][NH:20][C:19]([CH2:24][NH2:25])([CH3:23])[C:18]=4[O:36][C:13]=3[CH:12]=2)(=[O:9])=[O:10])[CH:5]=[CH:6][CH:7]=1. (5) Given the reactants [N:1]1[N:5]2[C:6]3[C:11]([C:12]([OH:14])=[CH:13][C:4]2=[N:3][N:2]=1)=[CH:10][CH:9]=[CH:8][CH:7]=3.[N+:15]([O-])([OH:17])=[O:16], predict the reaction product. The product is: [OH2:14].[N+:15]([C:13]1[C:4]2[N:5]([N:1]=[N:2][N:3]=2)[C:6]2[C:11]([C:12]=1[OH:14])=[CH:10][CH:9]=[CH:8][CH:7]=2)([O-:17])=[O:16]. (6) Given the reactants COC[O:4][C:5]1[CH:14]=[CH:13][CH:12]=[C:11]2[C:6]=1[CH:7]([CH3:15])[CH2:8][CH2:9][O:10]2.Cl.O, predict the reaction product. The product is: [CH3:15][CH:7]1[C:6]2[C:5]([OH:4])=[CH:14][CH:13]=[CH:12][C:11]=2[O:10][CH2:9][CH2:8]1. (7) The product is: [CH2:27]1[C:28](=[O:29])[N:24]([Br:23])[C:25](=[O:30])[CH2:26]1.[CH3:20][C:18]([N:17]=[N:16][C:12]([C:14]#[N:15])([CH3:13])[CH3:11])([C:21]#[N:22])[CH3:19].[Br:23][CH2:9][C:6]1[CH:7]=[CH:8][C:3]([C:1]#[N:2])=[CH:4][C:5]=1[F:10]. Given the reactants [C:1]([C:3]1[CH:8]=[CH:7][C:6]([CH3:9])=[C:5]([F:10])[CH:4]=1)#[N:2].[CH3:11][C:12]([N:16]=[N:17][C:18]([C:21]#[N:22])([CH3:20])[CH3:19])([C:14]#[N:15])[CH3:13].[Br:23][N:24]1[C:28](=[O:29])[CH2:27][CH2:26][C:25]1=[O:30], predict the reaction product. (8) Given the reactants [N:1]1[CH:6]=[CH:5][CH:4]=[CH:3][C:2]=1[CH2:7][C:8]([N:10]1[CH2:19][CH2:18][C:17]2[C:12](=[CH:13][C:14]([C:20]([NH:22][O:23]C3CCCCO3)=[O:21])=[CH:15][CH:16]=2)[CH2:11]1)=[O:9].[ClH:30], predict the reaction product. The product is: [ClH:30].[OH:23][NH:22][C:20]([C:14]1[CH:13]=[C:12]2[C:17]([CH2:18][CH2:19][N:10]([C:8](=[O:9])[CH2:7][C:2]3[CH:3]=[CH:4][CH:5]=[CH:6][N:1]=3)[CH2:11]2)=[CH:16][CH:15]=1)=[O:21].